Predict which catalyst facilitates the given reaction. From a dataset of Catalyst prediction with 721,799 reactions and 888 catalyst types from USPTO. (1) Reactant: [CH3:1][C:2]#[N:3].C([Li])CCC.C([O:11][C:12]([C@@H:14]1[CH2:16][C@@H:15]1[F:17])=O)C. Product: [F:17][C@H:15]1[CH2:16][C@H:14]1[C:12](=[O:11])[CH2:1][C:2]#[N:3]. The catalyst class is: 1. (2) Reactant: [CH:1]1[C:11]2[CH2:10][CH2:9][C:8]3[CH:12]=[CH:13][CH:14]=[CH:15][C:7]=3[C:6](=[CH:16][C:17]3[CH:22]=[CH:21][CH:20]=[CH:19][C:18]=3B(O)O)[C:5]=2[CH:4]=[CH:3][CH:2]=1.Cl[C:27]1[CH:32]=[N:31][CH:30]=[CH:29][N:28]=1.[F-].[Cs+]. Product: [CH:1]1[C:11]2[CH2:10][CH2:9][C:8]3[CH:12]=[CH:13][CH:14]=[CH:15][C:7]=3[C:6](=[CH:16][C:17]3[CH:22]=[CH:21][CH:20]=[CH:19][C:18]=3[C:27]3[CH:32]=[N:31][CH:30]=[CH:29][N:28]=3)[C:5]=2[CH:4]=[CH:3][CH:2]=1. The catalyst class is: 117.